This data is from Full USPTO retrosynthesis dataset with 1.9M reactions from patents (1976-2016). The task is: Predict the reactants needed to synthesize the given product. (1) Given the product [Cl:1][C:2]1[CH:7]=[C:6]([Cl:8])[CH:5]=[CH:4][C:3]=1[CH:9]([C:20]1[C:28]2[C:23](=[C:24]([CH2:30][S:31][CH3:32])[CH:25]=[C:26]([F:29])[CH:27]=2)[NH:22][CH:21]=1)[CH2:10][C:11]([O:12][CH2:13][CH3:17])=[O:19], predict the reactants needed to synthesize it. The reactants are: [Cl:1][C:2]1[CH:7]=[C:6]([Cl:8])[CH:5]=[CH:4][C:3]=1[CH:9]([C:20]1[C:28]2[C:23](=[C:24]([CH2:30][S:31][CH3:32])[CH:25]=[C:26]([F:29])[CH:27]=2)[NH:22][CH:21]=1)[CH:10]1C(=O)O[C:13](C)([CH3:17])[O:12][C:11]1=[O:19]. (2) Given the product [CH2:1]([O:3][C:4]([C:6]1[C:10]([Br:11])=[C:9]([Br:12])[N:8]([CH3:13])[C:7]=1[CH2:19][Br:20])=[O:5])[CH3:2], predict the reactants needed to synthesize it. The reactants are: [CH2:1]([O:3][C:4]([C:6]1[C:10]([Br:11])=[C:9]([Br:12])[N:8]([C:13]2C=CC=CC=2)[C:7]=1[CH2:19][Br:20])=[O:5])[CH3:2].C(OC(C1C=CN(C)C=1C)=O)C.